This data is from Forward reaction prediction with 1.9M reactions from USPTO patents (1976-2016). The task is: Predict the product of the given reaction. (1) Given the reactants [Cl:1][C:2]1[N:11]=[C:10](Cl)[C:9]2[C:4](=[CH:5][CH:6]=[C:7]([Cl:13])[CH:8]=2)[N:3]=1.[CH2:14]([NH2:24])[C:15]1[CH:23]=[CH:22][C:21]2[O:20][CH2:19][O:18][C:17]=2[CH:16]=1, predict the reaction product. The product is: [O:20]1[C:21]2[CH:22]=[CH:23][C:15]([CH2:14][NH:24][C:10]3[C:9]4[C:4](=[CH:5][CH:6]=[C:7]([Cl:13])[CH:8]=4)[N:3]=[C:2]([Cl:1])[N:11]=3)=[CH:16][C:17]=2[O:18][CH2:19]1. (2) Given the reactants [F:1][C:2]1[CH:8]=[CH:7][C:6]([N+:9]([O-:11])=[O:10])=[CH:5][C:3]=1[NH2:4].[F:12][C:13]1[CH:18]=[CH:17][C:16]([S:19](Cl)(=[O:21])=[O:20])=[CH:15][CH:14]=1, predict the reaction product. The product is: [F:12][C:13]1[CH:18]=[CH:17][C:16]([S:19]([NH:4][C:3]2[CH:5]=[C:6]([N+:9]([O-:11])=[O:10])[CH:7]=[CH:8][C:2]=2[F:1])(=[O:21])=[O:20])=[CH:15][CH:14]=1.